From a dataset of Forward reaction prediction with 1.9M reactions from USPTO patents (1976-2016). Predict the product of the given reaction. (1) Given the reactants Cl.Cl.[CH2:3]([NH:10][NH2:11])[C:4]1[CH:9]=[CH:8][CH:7]=[CH:6][CH:5]=1.[CH2:12]([O:14][C:15](=[O:23])[CH:16]([C:20](=O)[CH3:21])[C:17](=O)[CH3:18])[CH3:13].N1C=CC=CC=1, predict the reaction product. The product is: [CH2:12]([O:14][C:15]([C:16]1[C:17]([CH3:18])=[N:11][N:10]([CH2:3][C:4]2[CH:9]=[CH:8][CH:7]=[CH:6][CH:5]=2)[C:20]=1[CH3:21])=[O:23])[CH3:13]. (2) Given the reactants [Br:1][C:2]1[CH:10]=[CH:9][C:5](NCC)=[CH:4][CH:3]=1.[C:11]([NH:18][CH2:19][C:20]([OH:22])=O)([O:13][C:14]([CH3:17])([CH3:16])[CH3:15])=[O:12].Cl.[CH2:24]([N:26]=C=NCCCN(C)C)[CH3:25].C(=O)([O-])O.[Na+], predict the reaction product. The product is: [Br:1][C:2]1[CH:3]=[CH:4][C:5]([CH:19]([NH:18][C:11](=[O:12])[O:13][C:14]([CH3:15])([CH3:16])[CH3:17])[C:20]([NH:26][CH2:24][CH3:25])=[O:22])=[CH:9][CH:10]=1. (3) Given the reactants Cl.[Br:2][C:3]1[CH:4]=[C:5]2[C:10](=[CH:11][CH:12]=1)[CH2:9][NH:8][CH2:7][CH2:6]2.[C:13](O[C:13]([O:15][C:16]([CH3:19])([CH3:18])[CH3:17])=[O:14])([O:15][C:16]([CH3:19])([CH3:18])[CH3:17])=[O:14].C(N(CC)CC)C, predict the reaction product. The product is: [Br:2][C:3]1[CH:4]=[C:5]2[C:10](=[CH:11][CH:12]=1)[CH2:9][N:8]([C:13]([O:15][C:16]([CH3:19])([CH3:18])[CH3:17])=[O:14])[CH2:7][CH2:6]2. (4) Given the reactants [C:1]([O:5][C:6]([NH:8][CH2:9][CH2:10][O:11][C:12]1[CH:20]=[C:19]([S:21][CH3:22])[CH:18]=[CH:17][C:13]=1[C:14]([OH:16])=O)=[O:7])([CH3:4])([CH3:3])[CH3:2].[Cl:23][C:24]1[CH:25]=[CH:26][C:27]([NH:30][C:31](=[O:40])[C:32]2[CH:37]=[C:36]([F:38])[CH:35]=[CH:34][C:33]=2[NH2:39])=[N:28][CH:29]=1, predict the reaction product. The product is: [C:1]([O:5][C:6]([NH:8][CH2:9][CH2:10][O:11][C:12]1[CH:20]=[C:19]([S:21][CH3:22])[CH:18]=[CH:17][C:13]=1[C:14]([NH:39][C:33]1[CH:34]=[CH:35][C:36]([F:38])=[CH:37][C:32]=1[C:31]([NH:30][C:27]1[CH:26]=[CH:25][C:24]([Cl:23])=[CH:29][N:28]=1)=[O:40])=[O:16])=[O:7])([CH3:2])([CH3:3])[CH3:4]. (5) Given the reactants [F:1][C:2]1[CH:17]=[CH:16][C:5]([O:6][CH2:7][CH2:8][CH2:9][C:10]2[N:14]=[C:13]([NH2:15])[NH:12][N:11]=2)=[CH:4][CH:3]=1.[CH3:18][CH:19]([C:21](=O)[CH2:22][C:23](=O)[CH:24]([CH3:26])[CH3:25])[CH3:20].ClC1C=CC(OCCCC2N=C(N)NN=2)=CC=1.FC1C=CC(O)=CC=1, predict the reaction product. The product is: [F:1][C:2]1[CH:3]=[CH:4][C:5]([O:6][CH2:7][CH2:8][CH2:9][C:10]2[N:14]=[C:13]3[N:15]=[C:21]([CH:19]([CH3:20])[CH3:18])[CH:22]=[C:23]([CH:24]([CH3:26])[CH3:25])[N:12]3[N:11]=2)=[CH:16][CH:17]=1.[F:1][C:2]1[CH:3]=[CH:4][C:5]([O:6][CH2:7][CH2:8][CH2:9][C:10]2[N:14]=[C:13]([NH2:15])[NH:12][N:11]=2)=[CH:16][CH:17]=1.